Dataset: Full USPTO retrosynthesis dataset with 1.9M reactions from patents (1976-2016). Task: Predict the reactants needed to synthesize the given product. (1) Given the product [NH2:7][CH:8]1[CH2:13][CH2:12][N:11]([C:14]([C:15]2[CH:20]=[CH:19][N:18]=[CH:17][C:16]=2[NH:21][C:22]2[CH:27]=[CH:26][C:25]([I:28])=[CH:24][C:23]=2[F:29])=[O:30])[CH2:10][CH2:9]1, predict the reactants needed to synthesize it. The reactants are: C(OC(=O)[NH:7][CH:8]1[CH2:13][CH2:12][N:11]([C:14](=[O:30])[C:15]2[CH:20]=[CH:19][N:18]=[CH:17][C:16]=2[NH:21][C:22]2[CH:27]=[CH:26][C:25]([I:28])=[CH:24][C:23]=2[F:29])[CH2:10][CH2:9]1)(C)(C)C.Cl. (2) Given the product [Cl:24][C:10]1[N:9]=[C:8]([C:5]2[CH:6]=[CH:7][C:2]([F:1])=[CH:3][CH:4]=2)[C:13]([C:14]([O:16][CH3:17])=[O:15])=[C:12]([CH:18]([CH3:20])[CH3:19])[N:11]=1, predict the reactants needed to synthesize it. The reactants are: [F:1][C:2]1[CH:7]=[CH:6][C:5]([C:8]2[C:13]([C:14]([O:16][CH3:17])=[O:15])=[C:12]([CH:18]([CH3:20])[CH3:19])[N:11]=[C:10](O)[N:9]=2)=[CH:4][CH:3]=1.P(Cl)(Cl)([Cl:24])=O.C(=O)([O-])O.[Na+]. (3) Given the product [NH2:1][C:2]1[C:7]([NH2:8])=[C:6]([O:11][CH2:12][CH2:13][C:14]2[CH:15]=[CH:16][CH:17]=[CH:18][CH:19]=2)[CH:5]=[CH:4][N:3]=1, predict the reactants needed to synthesize it. The reactants are: [NH2:1][C:2]1[C:7]([N+:8]([O-])=O)=[C:6]([O:11][CH2:12][CH2:13][C:14]2[CH:19]=[CH:18][CH:17]=[CH:16][CH:15]=2)[CH:5]=[CH:4][N:3]=1.O.NN. (4) Given the product [F:1][C:2]1[C:6]([S:7](=[O:15])(=[O:14])[NH:8][C:9]2([CH3:13])[CH2:12][O:11][CH2:10]2)=[CH:5][N:4]([CH3:16])[C:3]=1[C:17]([OH:19])=[O:18], predict the reactants needed to synthesize it. The reactants are: [F:1][C:2]1[C:6]([S:7](=[O:15])(=[O:14])[NH:8][C:9]2([CH3:13])[CH2:12][O:11][CH2:10]2)=[CH:5][N:4]([CH3:16])[C:3]=1[C:17]([O:19]CC)=[O:18].[OH-].[Li+].Cl. (5) Given the product [CH2:1]([O:4][C:5]1[CH:6]=[C:7]2[C:22](=[CH:23][CH:24]=1)[C:10]1[NH:11][N:12]=[C:13]([C:14]3[CH:15]=[CH:16][C:17]([C:18]4[NH:27][N:26]=[N:25][N:19]=4)=[CH:20][CH:21]=3)[C:9]=1[CH2:8]2)[CH:2]=[CH2:3], predict the reactants needed to synthesize it. The reactants are: [CH2:1]([O:4][C:5]1[CH:6]=[C:7]2[C:22](=[CH:23][CH:24]=1)[C:10]1[NH:11][N:12]=[C:13]([C:14]3[CH:21]=[CH:20][C:17]([C:18]#[N:19])=[CH:16][CH:15]=3)[C:9]=1[CH2:8]2)[CH:2]=[CH2:3].[N-:25]=[N+:26]=[N-:27].[Na+].N(CC)(CC)CC.Cl. (6) Given the product [F:20][C:15]([F:21])([C:14]1[NH:13][C:5]2[C:6]([C:7]([OH:25])=[O:8])=[CH:10][CH:11]=[CH:12][C:4]=2[N:1]=1)[C:16]([F:19])([F:18])[F:17], predict the reactants needed to synthesize it. The reactants are: [N+:1]([C:4]1[C:5]([NH:13][C:14](=O)[C:15]([F:21])([F:20])[C:16]([F:19])([F:18])[F:17])=[C:6]([CH:10]=[CH:11][CH:12]=1)[C:7](N)=[O:8])([O-])=O.[H][H].[OH-:25].[Na+].Cl.